This data is from Forward reaction prediction with 1.9M reactions from USPTO patents (1976-2016). The task is: Predict the product of the given reaction. (1) Given the reactants [CH2:1]([C:3]1([CH3:15])[CH:8]([CH3:9])[C:7](=[O:10])[CH2:6][C:5]([CH2:12][CH3:13])([CH3:11])[N:4]1[OH:14])[CH3:2].CN(C)CCN(C)CCN(C)C.Br[CH:29]([CH3:40])[C:30]([O:32][CH2:33][CH2:34][O:35][C:36](=[O:39])[CH:37]=[CH2:38])=[O:31], predict the reaction product. The product is: [CH2:1]([C:3]1([CH3:15])[CH:8]([CH3:9])[CH:7]([OH:10])[CH2:6][C:5]([CH2:12][CH3:13])([CH3:11])[N:4]1[O:14][CH:37]([CH3:38])[C:36]([O:35][CH2:34][CH2:33][O:32][C:30](=[O:31])[CH:29]=[CH2:40])=[O:39])[CH3:2]. (2) Given the reactants C[O:2][C:3](=[O:15])[C:4]1[CH:9]=[CH:8][C:7]([O:10][CH2:11][CH2:12]Br)=[C:6]([Cl:14])[CH:5]=1.[C:16]([C:20]1[CH:25]=[CH:24][C:23]([C:26](=[N:28][OH:29])[CH3:27])=[CH:22][CH:21]=1)([CH3:19])([CH3:18])[CH3:17], predict the reaction product. The product is: [C:16]([C:20]1[CH:25]=[CH:24][C:23](/[C:26](=[N:28]/[O:29][CH2:12][CH2:11][O:10][C:7]2[CH:8]=[CH:9][C:4]([C:3]([OH:2])=[O:15])=[CH:5][C:6]=2[Cl:14])/[CH3:27])=[CH:22][CH:21]=1)([CH3:19])([CH3:17])[CH3:18]. (3) Given the reactants [CH2:1]([N:8]1[CH2:13][CH2:12][CH:11]([C:14]([OH:16])=O)[CH2:10][CH2:9]1)[C:2]1[CH:7]=[CH:6][CH:5]=[CH:4][CH:3]=1.Cl.CN(C)CCCN=C=NCC.O.OC1C2N=NNC=2C=CC=1.Cl.[NH2:41][CH2:42][C:43]1[CH:50]=[CH:49][C:46]([C:47]#[N:48])=[CH:45][CH:44]=1.CCN(C(C)C)C(C)C, predict the reaction product. The product is: [CH2:1]([N:8]1[CH2:9][CH2:10][CH:11]([C:14]([NH:48][CH2:47][C:46]2[CH:49]=[CH:50][C:43]([C:42]#[N:41])=[CH:44][CH:45]=2)=[O:16])[CH2:12][CH2:13]1)[C:2]1[CH:3]=[CH:4][CH:5]=[CH:6][CH:7]=1.